From a dataset of Forward reaction prediction with 1.9M reactions from USPTO patents (1976-2016). Predict the product of the given reaction. Given the reactants [CH3:1][O:2][C:3]1[N:8]=[C:7]2[N:9]([C:12]3[CH:17]=[CH:16][CH:15]=[CH:14][CH:13]=3)[CH:10]=[CH:11][C:6]2=[CH:5][CH:4]=1.ClN1C(=[O:24])CCC1=O, predict the reaction product. The product is: [CH3:1][O:2][C:3]1[N:8]=[C:7]2[N:9]([C:12]3[CH:13]=[CH:14][CH:15]=[CH:16][CH:17]=3)[C:10](=[O:24])[CH2:11][C:6]2=[CH:5][CH:4]=1.